Dataset: Full USPTO retrosynthesis dataset with 1.9M reactions from patents (1976-2016). Task: Predict the reactants needed to synthesize the given product. (1) Given the product [O:3]=[C:4]1[CH2:9][S:8][C:7]2[CH:10]=[CH:11][C:12]([C:14]([OH:16])=[O:15])=[N:13][C:6]=2[NH:5]1, predict the reactants needed to synthesize it. The reactants are: [OH-].[Na+].[O:3]=[C:4]1[CH2:9][S:8][C:7]2[CH:10]=[CH:11][C:12]([C:14]([O:16]C)=[O:15])=[N:13][C:6]=2[NH:5]1. (2) Given the product [C:1]1([C:15]2[CH:20]=[CH:19][CH:18]=[CH:17][CH:16]=2)[CH:6]=[CH:5][CH:4]=[C:3]([CH:7]([CH2:11][CH:12]([CH3:14])[CH3:13])[C:8]([NH:21][CH2:22][CH2:23][CH2:24][CH2:25][NH:26][S:27]([C:30]2[CH:35]=[CH:34][C:33]([Cl:36])=[CH:32][C:31]=2[Cl:37])(=[O:29])=[O:28])=[O:10])[CH:2]=1, predict the reactants needed to synthesize it. The reactants are: [C:1]1([C:15]2[CH:20]=[CH:19][CH:18]=[CH:17][CH:16]=2)[CH:6]=[CH:5][CH:4]=[C:3]([CH:7]([CH2:11][CH:12]([CH3:14])[CH3:13])[C:8]([OH:10])=O)[CH:2]=1.[NH2:21][CH2:22][CH2:23][CH2:24][CH2:25][NH:26][S:27]([C:30]1[CH:35]=[CH:34][C:33]([Cl:36])=[CH:32][C:31]=1[Cl:37])(=[O:29])=[O:28].CN1CCOCC1.CCN=C=NCCCN(C)C.Cl. (3) Given the product [O:15]=[C:4]([CH2:17][C:18]1[CH:23]=[CH:22][CH:21]=[CH:20][CH:19]=1)[C@@H:5]([NH:7][C:8](=[O:14])[O:9][C:10]([CH3:11])([CH3:12])[CH3:13])[CH3:6], predict the reactants needed to synthesize it. The reactants are: CON(C)[C:4](=[O:15])[C@@H:5]([NH:7][C:8](=[O:14])[O:9][C:10]([CH3:13])([CH3:12])[CH3:11])[CH3:6].[CH2:17]([Mg]Cl)[C:18]1[CH:23]=[CH:22][CH:21]=[CH:20][CH:19]=1. (4) Given the product [F:47][C:7]1[C:6]([F:48])=[C:5]([O:4][CH2:3][CH2:2][N:50]([CH3:49])[CH:51]2[CH2:55][CH2:54][O:53][CH2:52]2)[CH:10]=[CH:9][C:8]=1[CH2:11][N:12]1[C:20](=[O:21])[C:19]([C:22]([NH:24][C:25]2[CH:30]=[CH:29][C:28]([C:31]([F:33])([F:34])[F:32])=[CH:27][C:26]=2[C:35]2[CH:40]=[C:39]([C:41]([F:42])([F:43])[F:44])[N:38]=[CH:37][N:36]=2)=[O:23])=[C:18]([OH:45])[C:14]2([CH2:17][CH2:16][CH2:15]2)[N:13]1[CH3:46], predict the reactants needed to synthesize it. The reactants are: Br[CH2:2][CH2:3][O:4][C:5]1[CH:10]=[CH:9][C:8]([CH2:11][N:12]2[C:20](=[O:21])[C:19]([C:22]([NH:24][C:25]3[CH:30]=[CH:29][C:28]([C:31]([F:34])([F:33])[F:32])=[CH:27][C:26]=3[C:35]3[CH:40]=[C:39]([C:41]([F:44])([F:43])[F:42])[N:38]=[CH:37][N:36]=3)=[O:23])=[C:18]([OH:45])[C:14]3([CH2:17][CH2:16][CH2:15]3)[N:13]2[CH3:46])=[C:7]([F:47])[C:6]=1[F:48].[CH3:49][NH:50][CH:51]1[CH2:55][CH2:54][O:53][CH2:52]1.C(N(C(C)C)C(C)C)C. (5) Given the product [F:1][C:2]1[C:3]([CH2:11][OH:12])=[C:4]2[CH:10]=[CH:9][NH:8][C:5]2=[N:6][CH:7]=1, predict the reactants needed to synthesize it. The reactants are: [F:1][C:2]1[CH:7]=[N:6][C:5]2[NH:8][CH:9]=[CH:10][C:4]=2[C:3]=1[C:11](OC)=[O:12].[H-].[Al+3].[Li+].[H-].[H-].[H-]. (6) Given the product [C:1]12([CH2:11][O:12][C:13]3[CH:20]=[CH:19][C:16]([C:17]#[N:18])=[CH:15][C:14]=3[C:35]3[C:30]([O:29][CH3:28])=[N:31][CH:32]=[CH:33][CH:34]=3)[CH2:10][CH:5]3[CH2:6][CH:7]([CH2:9][CH:3]([CH2:4]3)[CH2:2]1)[CH2:8]2, predict the reactants needed to synthesize it. The reactants are: [C:1]12([CH2:11][O:12][C:13]3[CH:20]=[CH:19][C:16]([C:17]#[N:18])=[CH:15][C:14]=3Br)[CH2:10][CH:5]3[CH2:6][CH:7]([CH2:9][CH:3]([CH2:4]3)[CH2:2]1)[CH2:8]2.C(=O)([O-])[O-].[K+].[K+].[CH3:28][O:29][C:30]1[C:35](B(O)O)=[CH:34][CH:33]=[CH:32][N:31]=1. (7) Given the product [N:12]1([CH2:13][CH2:14][O:15][CH2:16][CH2:17][NH:18][C:19](=[O:25])[O:20][C:21]([CH3:22])([CH3:24])[CH3:23])[C:11]2[C:10]3[CH:9]=[CH:8][CH:7]=[CH:6][C:5]=3[N:4]=[CH:3][C:2]=2[N:1]=[CH:26]1, predict the reactants needed to synthesize it. The reactants are: [NH2:1][C:2]1[CH:3]=[N:4][C:5]2[C:10]([C:11]=1[NH:12][CH2:13][CH2:14][O:15][CH2:16][CH2:17][NH:18][C:19](=[O:25])[O:20][C:21]([CH3:24])([CH3:23])[CH3:22])=[CH:9][CH:8]=[CH:7][CH:6]=2.[CH2:26](OC(OCC)OCC)C.Cl.[NH+]1C=CC=CC=1.C.